From a dataset of Forward reaction prediction with 1.9M reactions from USPTO patents (1976-2016). Predict the product of the given reaction. (1) Given the reactants C(OC([N:8]1[CH2:11][CH:10]([C:12]([O:14][C@H:15]([C:26]2[CH:31]=[CH:30][C:29]([O:32][CH3:33])=[C:28]([O:34][CH3:35])[CH:27]=2)[CH2:16][C:17]2[C:22]([Cl:23])=[CH:21][N+:20]([O-:24])=[CH:19][C:18]=2[Cl:25])=[O:13])[CH2:9]1)=O)(C)(C)C.Cl.C(OCC)C.C(#N)C, predict the reaction product. The product is: [ClH:23].[Cl:25][C:18]1[CH:19]=[N+:20]([O-:24])[CH:21]=[C:22]([Cl:23])[C:17]=1[CH2:16][C@H:15]([O:14][C:12]([CH:10]1[CH2:11][NH:8][CH2:9]1)=[O:13])[C:26]1[CH:31]=[CH:30][C:29]([O:32][CH3:33])=[C:28]([O:34][CH3:35])[CH:27]=1. (2) The product is: [ClH:30].[NH2:21][CH:18]1[CH2:17][CH2:16][N:15]([CH2:14][CH2:13][N:8]2[C:9](=[O:12])[CH:10]=[N:11][C:6]3[CH:5]=[CH:4][C:3]([O:2][CH3:1])=[N:29][C:7]2=3)[CH2:20][CH2:19]1. Given the reactants [CH3:1][O:2][C:3]1[CH:4]=[CH:5][C:6]2[N:11]=[CH:10][C:9](=[O:12])[N:8]([CH2:13][CH2:14][N:15]3[CH2:20][CH2:19][CH:18]([NH:21]C(=O)OC(C)(C)C)[CH2:17][CH2:16]3)[C:7]=2[N:29]=1.[ClH:30].C(OCC)(=O)C, predict the reaction product.